Dataset: Full USPTO retrosynthesis dataset with 1.9M reactions from patents (1976-2016). Task: Predict the reactants needed to synthesize the given product. (1) The reactants are: [CH3:1][N:2]([CH3:28])[C:3]([C:5]1[C:15]([CH2:16][CH2:17][C:18]([C:20]2[CH:25]=[CH:24][C:23]([F:26])=[CH:22][CH:21]=2)=[O:19])=[C:14]([OH:27])[C:8]2[N:9]=[C:10]([CH3:13])[N:11]([CH3:12])[C:7]=2[CH:6]=1)=[O:4].O.CC([O-])(C)C.[K+].C(O)(C)(C)C. Given the product [CH3:28][N:2]([CH3:1])[C:3]([C:5]1[C:15]([CH2:16][CH2:17][C@H:18]([C:20]2[CH:25]=[CH:24][C:23]([F:26])=[CH:22][CH:21]=2)[OH:19])=[C:14]([OH:27])[C:8]2[N:9]=[C:10]([CH3:13])[N:11]([CH3:12])[C:7]=2[CH:6]=1)=[O:4], predict the reactants needed to synthesize it. (2) Given the product [C:4]([C:3]1[CH:12]=[C:13]([Br:16])[CH:14]=[CH:15][C:2]=1[NH:1][C:25](=[O:26])[C:24]([F:35])([F:34])[F:23])(=[O:5])[C:6]1[CH:7]=[CH:8][CH:9]=[CH:10][CH:11]=1, predict the reactants needed to synthesize it. The reactants are: [NH2:1][C:2]1[CH:15]=[CH:14][C:13]([Br:16])=[CH:12][C:3]=1[C:4]([C:6]1[CH:11]=[CH:10][CH:9]=[CH:8][CH:7]=1)=[O:5].C(=O)([O-])[O-].[Na+].[Na+].[F:23][C:24]([F:35])([F:34])[C:25](O[C:25](=[O:26])[C:24]([F:35])([F:34])[F:23])=[O:26]. (3) The reactants are: [O:1]=[C:2]1[C:10]2[C:5](=[C:6]([C:11]3[S:15][C:14]([C:16]([O:18]C)=[O:17])=[CH:13][CH:12]=3)[CH:7]=[CH:8][CH:9]=2)[CH2:4][NH:3]1.[Li+].[OH-].Cl. Given the product [O:1]=[C:2]1[C:10]2[C:5](=[C:6]([C:11]3[S:15][C:14]([C:16]([OH:18])=[O:17])=[CH:13][CH:12]=3)[CH:7]=[CH:8][CH:9]=2)[CH2:4][NH:3]1, predict the reactants needed to synthesize it. (4) Given the product [I:8][C:5]1[CH:6]=[CH:7][C:2]([N:9]2[CH2:15][CH2:14][CH2:13][CH2:12][CH2:11][CH2:10]2)=[CH:3][CH:4]=1, predict the reactants needed to synthesize it. The reactants are: I[C:2]1[CH:7]=[CH:6][C:5]([I:8])=[CH:4][CH:3]=1.[NH:9]1[CH2:15][CH2:14][CH2:13][CH2:12][CH2:11][CH2:10]1.CN(C)CCO.P([O-])([O-])([O-])=O.[K+].[K+].[K+].C(=O)([O-])O.[Na+].